Dataset: Reaction yield outcomes from USPTO patents with 853,638 reactions. Task: Predict the reaction yield, written as a fraction of the theoretical maximum amount of product (1.0 means a 100% yield; for example, 0.34 means a 34% yield). (1) The reactants are [C:1]([OH:13])(=O)[C:2]1[CH:11]=[CH:10][C:9]2[C:4](=[CH:5][CH:6]=[CH:7][CH:8]=2)[N:3]=1.Cl.CN(C)CCCN=C=NCC.ON1C2C=CC=CC=2N=N1.[CH2:36]([CH2:38][NH2:39])[OH:37].CN1CCOCC1. The catalyst is CN(C=O)C.C(OCC)(=O)C. The product is [OH:37][CH2:36][CH2:38][NH:39][C:1]([C:2]1[CH:11]=[CH:10][C:9]2[C:4](=[CH:5][CH:6]=[CH:7][CH:8]=2)[N:3]=1)=[O:13]. The yield is 0.240. (2) The reactants are [CH3:1][C:2]1[N:7]=[C:6]([CH2:8]O)[CH:5]=[CH:4][CH:3]=1.C(Br)(Br)(Br)[Br:11].C1C=CC(P(C2C=CC=CC=2)C2C=CC=CC=2)=CC=1. The catalyst is ClCCl. The product is [Br:11][CH2:8][C:6]1[CH:5]=[CH:4][CH:3]=[C:2]([CH3:1])[N:7]=1. The yield is 0.700.